The task is: Regression/Classification. Given a drug SMILES string, predict its absorption, distribution, metabolism, or excretion properties. Task type varies by dataset: regression for continuous measurements (e.g., permeability, clearance, half-life) or binary classification for categorical outcomes (e.g., BBB penetration, CYP inhibition). Dataset: cyp3a4_veith.. This data is from CYP3A4 inhibition data for predicting drug metabolism from PubChem BioAssay. (1) The compound is Cc1ccc(N=Nc2c(O)c3ccccc3[nH]c2=O)c(S(=O)(=O)N(C)C)c1. The result is 0 (non-inhibitor). (2) The drug is Cc1nc(-c2ccccc2)c(Cc2ccccc2O)c(=O)[nH]1. The result is 0 (non-inhibitor).